Dataset: Catalyst prediction with 721,799 reactions and 888 catalyst types from USPTO. Task: Predict which catalyst facilitates the given reaction. Reactant: [C:1]1([N:7]2[CH:11]=[CH:10][C:9]([NH:12][C:13]3[CH:17]=[C:16]([CH3:18])[N:15]([C:19]4[CH:24]=[CH:23][CH:22]=[CH:21][CH:20]=4)[N:14]=3)=[N:8]2)[CH:6]=[CH:5][CH:4]=[CH:3][CH:2]=1.[C:25]1([CH3:46])[CH:30]=[CH:29][C:28]([N:31]([C:39]2[CH:44]=[CH:43][C:42]([CH3:45])=[CH:41][CH:40]=2)[C:32]2[CH:37]=[CH:36][C:35](Br)=[CH:34][CH:33]=2)=[CH:27][CH:26]=1.CC(C)([O-])C.[Na+].C(P(C(C)(C)C)C1(C)CC1(C1C=CC=CC=1)C1C=CC=CC=1)(C)(C)C.[Cl-].[NH4+]. Product: [C:1]1([N:7]2[CH:11]=[CH:10][C:9]([N:12]([C:13]3[CH:17]=[C:16]([CH3:18])[N:15]([C:19]4[CH:20]=[CH:21][CH:22]=[CH:23][CH:24]=4)[N:14]=3)[C:35]3[CH:34]=[CH:33][C:32]([N:31]([C:28]4[CH:27]=[CH:26][C:25]([CH3:46])=[CH:30][CH:29]=4)[C:39]4[CH:44]=[CH:43][C:42]([CH3:45])=[CH:41][CH:40]=4)=[CH:37][CH:36]=3)=[N:8]2)[CH:6]=[CH:5][CH:4]=[CH:3][CH:2]=1. The catalyst class is: 113.